From a dataset of Catalyst prediction with 721,799 reactions and 888 catalyst types from USPTO. Predict which catalyst facilitates the given reaction. (1) Reactant: [C:1]([O:4][CH2:5][CH2:6]Cl)(=[O:3])[CH3:2].[C:8]([O:17][CH3:18])(=[O:16])[C:9]1[C:10](=[CH:12][CH:13]=[CH:14][CH:15]=1)[OH:11].C([O-])([O-])=O.[K+].[K+]. Product: [CH2:5]([O:4][C:1](=[O:3])[CH2:2][O:11][C:10]1[CH:12]=[CH:13][CH:14]=[CH:15][C:9]=1[C:8]([O:17][CH3:18])=[O:16])[CH3:6]. The catalyst class is: 3. (2) Reactant: [CH2:1]([O:8][C:9]1[CH:14]=[CH:13][C:12]([C:15]2(O)[CH2:20][CH2:19][N:18](C(OC(C)(C)C)=O)[CH2:17][CH2:16]2)=[CH:11][CH:10]=1)[CH2:2][CH2:3][CH2:4][CH2:5][CH2:6][CH3:7].C([SiH](CC)CC)C.FC(F)(F)C(O)=O. Product: [CH2:1]([O:8][C:9]1[CH:14]=[CH:13][C:12]([CH:15]2[CH2:20][CH2:19][NH:18][CH2:17][CH2:16]2)=[CH:11][CH:10]=1)[CH2:2][CH2:3][CH2:4][CH2:5][CH2:6][CH3:7]. The catalyst class is: 2.